From a dataset of Reaction yield outcomes from USPTO patents with 853,638 reactions. Predict the reaction yield, written as a fraction of the theoretical maximum amount of product (1.0 means a 100% yield; for example, 0.34 means a 34% yield). (1) The reactants are [N:1]1[CH:6]=[CH:5][CH:4]=[CH:3][C:2]=1[C:7]([NH:9][C:10]1[C:11]([C:21]([OH:23])=O)=[N:12][N:13]([CH:15]2[CH2:20][CH2:19][CH2:18][CH2:17][O:16]2)[CH:14]=1)=[O:8].[OH:24][CH:25]([CH2:28][C:29]1[CH:34]=[CH:33][CH:32]=[CH:31][CH:30]=1)[CH2:26][NH2:27].CCN=C=NCCCN(C)C.C1C=CC2N(O)N=NC=2C=1.C(=O)([O-])O.[Na+]. The catalyst is CN(C=O)C. The product is [OH:24][CH:25]([CH2:28][C:29]1[CH:34]=[CH:33][CH:32]=[CH:31][CH:30]=1)[CH2:26][NH:27][C:21]([C:11]1[C:10]([NH:9][C:7]([C:2]2[CH:3]=[CH:4][CH:5]=[CH:6][N:1]=2)=[O:8])=[CH:14][N:13]([CH:15]2[CH2:20][CH2:19][CH2:18][CH2:17][O:16]2)[N:12]=1)=[O:23]. The yield is 0.980. (2) The reactants are [F:1][C:2]1[CH:3]=[C:4]([C:37]2[C:38]([C:43]#[N:44])=[CH:39][CH:40]=[CH:41][CH:42]=2)[CH:5]=[CH:6][C:7]=1[CH2:8][C:9]1[C:10](=[O:36])[N:11]([CH:21]2[CH2:26][CH2:25][CH:24]([O:27][CH:28]([C:30]3([CH:34]=[O:35])[CH2:33][CH2:32][CH2:31]3)[CH3:29])[CH2:23][CH2:22]2)[C:12]2[N:13]([N:18]=[CH:19][N:20]=2)[C:14]=1[CH2:15][CH2:16][CH3:17].[CH3:45][Mg]Br.Cl. The catalyst is O1CCCC1. The product is [F:1][C:2]1[CH:3]=[C:4]([C:37]2[C:38]([C:43]#[N:44])=[CH:39][CH:40]=[CH:41][CH:42]=2)[CH:5]=[CH:6][C:7]=1[CH2:8][C:9]1[C:10](=[O:36])[N:11]([CH:21]2[CH2:26][CH2:25][CH:24]([O:27][CH:28]([C:30]3([CH:34]([OH:35])[CH3:45])[CH2:31][CH2:32][CH2:33]3)[CH3:29])[CH2:23][CH2:22]2)[C:12]2[N:13]([N:18]=[CH:19][N:20]=2)[C:14]=1[CH2:15][CH2:16][CH3:17]. The yield is 0.900.